This data is from Forward reaction prediction with 1.9M reactions from USPTO patents (1976-2016). The task is: Predict the product of the given reaction. (1) Given the reactants [CH3:1][C@H:2]1[CH2:7][CH2:6][CH2:5][C@@H:4]([CH3:8])[N:3]1[C:9]1[N:13]2[CH:14]=[C:15]([O:18][C@H:19]3[C:28]4[C:23](=[CH:24][CH:25]=[CH:26][CH:27]=4)[C@@H:22]([NH2:29])[CH2:21][CH2:20]3)[CH:16]=[CH:17][C:12]2=[N:11][N:10]=1.ClC(Cl)(Cl)C[O:33][C:34](=O)[NH:35][C:36]1[N:40]([C:41]2[CH:42]=[N:43][N:44]([CH2:46][CH2:47][O:48][CH:49]3[CH2:54][CH2:53][CH2:52][CH2:51][O:50]3)[CH:45]=2)[N:39]=[C:38]([C:55]([CH3:58])([CH3:57])[CH3:56])[CH:37]=1.CCN(C(C)C)C(C)C, predict the reaction product. The product is: [C:55]([C:38]1[CH:37]=[C:36]([NH:35][C:34]([NH:29][C@@H:22]2[C:23]3[C:28](=[CH:27][CH:26]=[CH:25][CH:24]=3)[C@H:19]([O:18][C:15]3[CH:16]=[CH:17][C:12]4[N:13]([C:9]([N:3]5[C@H:2]([CH3:1])[CH2:7][CH2:6][CH2:5][C@@H:4]5[CH3:8])=[N:10][N:11]=4)[CH:14]=3)[CH2:20][CH2:21]2)=[O:33])[N:40]([C:41]2[CH:42]=[N:43][N:44]([CH2:46][CH2:47][O:48][CH:49]3[CH2:54][CH2:53][CH2:52][CH2:51][O:50]3)[CH:45]=2)[N:39]=1)([CH3:58])([CH3:56])[CH3:57]. (2) Given the reactants [F:1][C@@H:2]1[CH2:6][CH2:5][N:4]([CH2:7][C@H:8]2[CH2:13][CH2:12][C@H:11]([NH:14][C:15](=O)OC(C)(C)C)[CH2:10][CH2:9]2)[CH2:3]1.Cl.[Br:23][C:24]1[CH:25]=[C:26]2[C:31](=[CH:32][CH:33]=1)[N:30]=[CH:29][C:28]([C:34]([CH:36]1[CH2:38][CH2:37]1)=[O:35])=C2Cl.C([O-])([O-])=O.[K+].[K+].C(N(CC)C(C)C)(C)C, predict the reaction product. The product is: [Br:23][C:24]1[CH:33]=[C:32]2[C:31](=[CH:26][CH:25]=1)[N:30]=[CH:29][C:28]([C:34]([CH:36]1[CH2:38][CH2:37]1)=[O:35])=[C:15]2[NH:14][C@H:11]1[CH2:10][CH2:9][C@H:8]([CH2:7][N:4]2[CH2:5][CH2:6][C@@H:2]([F:1])[CH2:3]2)[CH2:13][CH2:12]1. (3) The product is: [CH3:16][N:10]1[C:11]2[C:7](=[CH:6][CH:5]=[C:4]([N+:1]([O-:3])=[O:2])[CH:12]=2)[C:8]([C:13]#[N:14])=[CH:9]1. Given the reactants [N+:1]([C:4]1[CH:12]=[C:11]2[C:7]([C:8]([C:13]#[N:14])=[CH:9][NH:10]2)=[CH:6][CH:5]=1)([O-:3])=[O:2].[K].[CH3:16]C(C)([O-])C.CI.C(O)(=O)CC(CC(O)=O)(C(O)=O)O, predict the reaction product. (4) Given the reactants O[CH2:2][C:3]1[N:7]([C:8]2[CH:9]=[C:10]([C:14]3[CH2:20][C:19](=[O:21])[NH:18][C:17]4[CH:22]=[C:23]([C:27]([F:30])([F:29])[F:28])[C:24]([CH3:26])=[CH:25][C:16]=4[N:15]=3)[CH:11]=[CH:12][CH:13]=2)[N:6]=[N:5][CH:4]=1.S(Cl)(Cl)=O.[Cl-].[CH:36]1([NH2:39])[CH2:38][CH2:37]1, predict the reaction product. The product is: [CH:36]1([NH:39][CH2:2][C:3]2[N:7]([C:8]3[CH:9]=[C:10]([C:14]4[CH2:20][C:19](=[O:21])[NH:18][C:17]5[CH:22]=[C:23]([C:27]([F:30])([F:29])[F:28])[C:24]([CH3:26])=[CH:25][C:16]=5[N:15]=4)[CH:11]=[CH:12][CH:13]=3)[N:6]=[N:5][CH:4]=2)[CH2:38][CH2:37]1. (5) Given the reactants [CH2:1]([C:3]1[N:7](CC2C=CC3NC4C=CC=CC=4CCC=3C=2)[C:6]2[CH:24]=[C:25](C)[CH:26]=[C:27]([CH3:28])[C:5]=2[N:4]=1)[CH3:2].C(C1[NH:33]C2C(C)=CC(C)=CC=2N=1)C, predict the reaction product. The product is: [CH2:1]([C:3]1[NH:7][C:6]2=[N:33][C:25]([CH3:24])=[CH:26][C:27]([CH3:28])=[C:5]2[N:4]=1)[CH3:2].